Dataset: Full USPTO retrosynthesis dataset with 1.9M reactions from patents (1976-2016). Task: Predict the reactants needed to synthesize the given product. (1) Given the product [O:33]1[C:34]2[CH:40]=[CH:39][CH:38]=[CH:37][C:35]=2[N:36]=[C:32]1[NH:2][C@H:3]1[CH2:7][CH2:6][CH2:5][C@@H:4]1[NH:8][C:9](=[O:21])[C:10]1[CH:15]=[CH:14][CH:13]=[CH:12][C:11]=1[N:16]1[N:17]=[CH:18][CH:19]=[N:20]1, predict the reactants needed to synthesize it. The reactants are: Cl.[NH2:2][C@H:3]1[CH2:7][CH2:6][CH2:5][C@@H:4]1[NH:8][C:9](=[O:21])[C:10]1[CH:15]=[CH:14][CH:13]=[CH:12][C:11]=1[N:16]1[N:20]=[CH:19][CH:18]=[N:17]1.CCN(C(C)C)C(C)C.Cl[C:32]1[O:33][C:34]2[CH:40]=[CH:39][CH:38]=[CH:37][C:35]=2[N:36]=1. (2) The reactants are: [O:1]=[S:2]1(=[O:32])[C:8]2[CH:9]=[CH:10][CH:11]=[CH:12][C:7]=2[CH2:6][N:5]([C:13]2[CH:22]=[C:21](/[CH:23]=[CH:24]/[C:25]([O:27][CH2:28][CH3:29])=[O:26])[C:20]3[C:15](=[CH:16][CH:17]=[C:18]([CH2:30][CH3:31])[CH:19]=3)[N:14]=2)[CH2:4][CH2:3]1.C(N(CC)CC)C. Given the product [O:32]=[S:2]1(=[O:1])[C:8]2[CH:9]=[CH:10][CH:11]=[CH:12][C:7]=2[CH2:6][N:5]([C:13]2[CH:22]=[C:21]([CH2:23][CH2:24][C:25]([O:27][CH2:28][CH3:29])=[O:26])[C:20]3[C:15](=[CH:16][CH:17]=[C:18]([CH2:30][CH3:31])[CH:19]=3)[N:14]=2)[CH2:4][CH2:3]1, predict the reactants needed to synthesize it. (3) Given the product [Br:8][C:5]1[CH:4]=[N:3][C:2]([C:13]2[CH:14]=[CH:15][C:10]([CH3:9])=[CH:11][CH:12]=2)=[N:7][CH:6]=1, predict the reactants needed to synthesize it. The reactants are: I[C:2]1[N:7]=[CH:6][C:5]([Br:8])=[CH:4][N:3]=1.[CH3:9][C:10]1[CH:15]=[CH:14][C:13](B(O)O)=[CH:12][CH:11]=1.C(=O)([O-])[O-].[Na+].[Na+]. (4) Given the product [C:32]([C:31]1([NH:34][C:17]([C@@H:15]2[CH2:16][C@@H:12]([S:9]([C:3]3[CH:4]=[CH:5][C:6]([F:8])=[CH:7][C:2]=3[Cl:1])(=[O:11])=[O:10])[CH2:13][C@H:14]2[C:20]([N:22]2[CH2:26][CH2:25][C:24]([F:28])([F:27])[CH2:23]2)=[O:21])=[O:18])[CH2:29][CH2:30]1)#[N:33], predict the reactants needed to synthesize it. The reactants are: [Cl:1][C:2]1[CH:7]=[C:6]([F:8])[CH:5]=[CH:4][C:3]=1[S:9]([C@@H:12]1[CH2:16][C@@H:15]([C:17](O)=[O:18])[C@H:14]([C:20]([N:22]2[CH2:26][CH2:25][C:24]([F:28])([F:27])[CH2:23]2)=[O:21])[CH2:13]1)(=[O:11])=[O:10].[CH2:29]1[C:31]([NH2:34])([C:32]#[N:33])[CH2:30]1.Cl. (5) Given the product [C:1]([C:5]1[CH:6]=[C:7]([CH:8]=[C:26]([C:23]2[CH:22]=[CH:21][C:20]([C:19]([F:18])([F:29])[F:30])=[CH:25][CH:24]=2)[C:27]#[N:28])[CH:10]=[C:11]([C:14]([CH3:17])([CH3:16])[CH3:15])[C:12]=1[OH:13])([CH3:4])([CH3:3])[CH3:2], predict the reactants needed to synthesize it. The reactants are: [C:1]([C:5]1[CH:6]=[C:7]([CH:10]=[C:11]([C:14]([CH3:17])([CH3:16])[CH3:15])[C:12]=1[OH:13])[CH:8]=O)([CH3:4])([CH3:3])[CH3:2].[F:18][C:19]([F:30])([F:29])[C:20]1[CH:25]=[CH:24][C:23]([CH2:26][C:27]#[N:28])=[CH:22][CH:21]=1.